Dataset: CYP2D6 inhibition data for predicting drug metabolism from PubChem BioAssay. Task: Regression/Classification. Given a drug SMILES string, predict its absorption, distribution, metabolism, or excretion properties. Task type varies by dataset: regression for continuous measurements (e.g., permeability, clearance, half-life) or binary classification for categorical outcomes (e.g., BBB penetration, CYP inhibition). Dataset: cyp2d6_veith. (1) The drug is CCS(=O)(=O)c1ccc2c(c1)N(S(=O)(=O)c1ccccc1)CC(C(=O)O)O2. The result is 0 (non-inhibitor). (2) The compound is COc1ccc(OC)c(Nc2nc(-c3sc(NC(=O)c4ccccc4)nc3C)cs2)c1. The result is 0 (non-inhibitor). (3) The compound is CCN(CC)S(=O)(=O)c1cc(C(=O)Nc2ccncc2)ccc1Cl. The result is 1 (inhibitor).